From a dataset of Forward reaction prediction with 1.9M reactions from USPTO patents (1976-2016). Predict the product of the given reaction. (1) Given the reactants [ClH:1].C(OC([N:9]1[CH2:12][CH:11]([C:13]2[C:18]([C:19]3[CH:24]=[CH:23][C:22]([O:25][CH3:26])=[CH:21][CH:20]=3)=[N:17][CH:16]=[CH:15][N:14]=2)[CH2:10]1)=O)(C)(C)C, predict the reaction product. The product is: [ClH:1].[NH:9]1[CH2:12][CH:11]([C:13]2[C:18]([C:19]3[CH:24]=[CH:23][C:22]([O:25][CH3:26])=[CH:21][CH:20]=3)=[N:17][CH:16]=[CH:15][N:14]=2)[CH2:10]1. (2) Given the reactants [F:1][C:2]1[CH:3]=[CH:4][C:5]([C:8]2[N:12]3[CH2:13][C@H:14]([CH3:27])[N:15](CC4C=CC(OC)=CC=4)[C:16](=[O:17])[C:11]3=[N:10][N:9]=2)=[N:6][CH:7]=1, predict the reaction product. The product is: [F:1][C:2]1[CH:3]=[CH:4][C:5]([C:8]2[N:12]3[CH2:13][C@H:14]([CH3:27])[NH:15][C:16](=[O:17])[C:11]3=[N:10][N:9]=2)=[N:6][CH:7]=1. (3) Given the reactants [CH2:1]([S:8][CH:9]([CH:27]([O:30][CH3:31])[O:28][CH3:29])[CH2:10][NH:11][C:12]([C:14]1[NH:15][C:16]2[C:21]([CH:22]=1)=[CH:20][C:19]([OH:23])=[CH:18][C:17]=2[N+:24]([O-:26])=[O:25])=[O:13])[C:2]1[CH:7]=[CH:6][CH:5]=[CH:4][CH:3]=1.C(N(CC)CC)C.[C:39](Cl)(=[O:44])[C:40]([CH3:43])([CH3:42])[CH3:41], predict the reaction product. The product is: [C:39]([O:23][C:19]1[CH:20]=[C:21]2[C:16](=[C:17]([N+:24]([O-:26])=[O:25])[CH:18]=1)[NH:15][C:14]([C:12]([NH:11][CH2:10][CH:9]([S:8][CH2:1][C:2]1[CH:3]=[CH:4][CH:5]=[CH:6][CH:7]=1)[CH:27]([O:28][CH3:29])[O:30][CH3:31])=[O:13])=[CH:22]2)(=[O:44])[C:40]([CH3:43])([CH3:42])[CH3:41]. (4) The product is: [Cl:1][C:2]1[C:3]([NH:29][C:30]2[CH:35]=[CH:34][CH:33]=[CH:32][C:31]=2[S:36]([CH:39]([CH3:41])[CH3:40])(=[O:38])=[O:37])=[N:4][C:5]([NH:8][C:9]2[CH:17]=[C:16]3[C:12]([CH2:13][N:14]([CH:19]4[CH2:20][CH2:21][N:22]([C:54]([C@@H:50]5[CH2:51][CH2:52][CH2:53][N:49]5[CH3:47])=[O:55])[CH2:23][CH2:24]4)[C:15]3=[O:18])=[CH:11][C:10]=2[O:25][CH:26]([CH3:28])[CH3:27])=[N:6][CH:7]=1. Given the reactants [Cl:1][C:2]1[C:3]([NH:29][C:30]2[CH:35]=[CH:34][CH:33]=[CH:32][C:31]=2[S:36]([CH:39]([CH3:41])[CH3:40])(=[O:38])=[O:37])=[N:4][C:5]([NH:8][C:9]2[CH:17]=[C:16]3[C:12]([CH2:13][N:14]([CH:19]4[CH2:24][CH2:23][NH:22][CH2:21][CH2:20]4)[C:15]3=[O:18])=[CH:11][C:10]=2[O:25][CH:26]([CH3:28])[CH3:27])=[N:6][CH:7]=1.C(O[C:47]([N:49]1[CH2:53][CH2:52][CH2:51][C@H:50]1[C:54](O)=[O:55])=O)(C)(C)C.CN(C(ON1N=NC2C=CC=NC1=2)=[N+](C)C)C.F[P-](F)(F)(F)(F)F.CCN(C(C)C)C(C)C.C=O.C([BH3-])#N.[Na+], predict the reaction product. (5) Given the reactants [F:1][C:2]1[CH:7]=[C:6]([F:8])[C:5]([F:9])=[CH:4][C:3]=1[N:10]=[C:11]=S.[NH:13]([C:15](=[O:37])[C:16]([NH:18][C:19]1[CH:36]=[CH:35][C:22]([O:23][C@H:24]2[CH2:29][CH2:28][C@H:27]([C:30]([O:32][CH2:33][CH3:34])=[O:31])[CH2:26][CH2:25]2)=[CH:21][CH:20]=1)=[O:17])[NH2:14].CCN=C=NCCCN(C)C, predict the reaction product. The product is: [F:1][C:2]1[CH:7]=[C:6]([F:8])[C:5]([F:9])=[CH:4][C:3]=1[NH:10][C:11]1[O:37][C:15]([C:16]([NH:18][C:19]2[CH:36]=[CH:35][C:22]([O:23][C@H:24]3[CH2:25][CH2:26][C@H:27]([C:30]([O:32][CH2:33][CH3:34])=[O:31])[CH2:28][CH2:29]3)=[CH:21][CH:20]=2)=[O:17])=[N:13][N:14]=1. (6) Given the reactants [CH:1]1([CH:7]2[N:11]([C:12]3[CH:17]=[CH:16][C:15]([C:18]4[CH:22]=[CH:21][O:20][N:19]=4)=[CH:14][CH:13]=3)[C:10](=[O:23])[C:9]([OH:24])=[C:8]2[C:25](=[O:36])[C:26]2[CH:31]=[CH:30][C:29]([C:32]([O:34]C)=[O:33])=[CH:28][CH:27]=2)[CH2:6][CH2:5][CH2:4][CH2:3][CH2:2]1.C1COCC1.[OH-].[Na+].Cl, predict the reaction product. The product is: [CH:1]1([CH:7]2[N:11]([C:12]3[CH:13]=[CH:14][C:15]([C:18]4[CH:22]=[CH:21][O:20][N:19]=4)=[CH:16][CH:17]=3)[C:10](=[O:23])[C:9]([OH:24])=[C:8]2[C:25](=[O:36])[C:26]2[CH:31]=[CH:30][C:29]([C:32]([OH:34])=[O:33])=[CH:28][CH:27]=2)[CH2:2][CH2:3][CH2:4][CH2:5][CH2:6]1. (7) Given the reactants [O:1]1[CH2:6][CH2:5][CH2:4][CH2:3][CH:2]1[O:7][NH:8][C:9]([C:11]1[CH:20]=[C:19]2[C:14]([CH2:15][CH2:16][NH:17][CH2:18]2)=[CH:13][CH:12]=1)=[O:10].[NH:21]1[C:29]2[C:24](=[CH:25][CH:26]=[CH:27][CH:28]=2)[C:23]([CH2:30][C:31](O)=[O:32])=[CH:22]1.C1C=CC2N(O)N=NC=2C=1.C(Cl)CCl, predict the reaction product. The product is: [NH:21]1[C:29]2[C:24](=[CH:25][CH:26]=[CH:27][CH:28]=2)[C:23]([CH2:30][C:31]([N:17]2[CH2:16][CH2:15][C:14]3[C:19](=[CH:20][C:11]([C:9]([NH:8][O:7][CH:2]4[CH2:3][CH2:4][CH2:5][CH2:6][O:1]4)=[O:10])=[CH:12][CH:13]=3)[CH2:18]2)=[O:32])=[CH:22]1. (8) The product is: [NH2:1][C:2]1[C:3]([C:48]2[CH:47]=[C:46]3[C:42]([CH:43]=[CH:44][NH:45]3)=[C:41]([NH:40][S:37]([C:34]3[CH:35]=[CH:36][C:31]([OH:30])=[CH:32][CH:33]=3)(=[O:39])=[O:38])[CH:49]=2)=[C:4]([NH:8][C@H:9]([C:11]2[N:16]([C:17]3[CH:22]=[CH:21][CH:20]=[CH:19][CH:18]=3)[C:15](=[O:23])[C:14]3=[C:24]([CH3:27])[CH:25]=[CH:26][N:13]3[N:12]=2)[CH3:10])[N:5]=[CH:6][N:7]=1. Given the reactants [NH2:1][C:2]1[N:7]=[CH:6][N:5]=[C:4]([NH:8][C@H:9]([C:11]2[N:16]([C:17]3[CH:22]=[CH:21][CH:20]=[CH:19][CH:18]=3)[C:15](=[O:23])[C:14]3=[C:24]([CH3:27])[CH:25]=[CH:26][N:13]3[N:12]=2)[CH3:10])[C:3]=1Br.C[O:30][C:31]1[CH:36]=[CH:35][C:34]([S:37]([NH:40][C:41]2[CH:49]=[C:48](B3OC(C)(C)C(C)(C)O3)[CH:47]=[C:46]3[C:42]=2[CH:43]=[CH:44][NH:45]3)(=[O:39])=[O:38])=[CH:33][CH:32]=1.C(=O)([O-])[O-].[Cs+].[Cs+], predict the reaction product.